Dataset: Experimentally validated miRNA-target interactions with 360,000+ pairs, plus equal number of negative samples. Task: Binary Classification. Given a miRNA mature sequence and a target amino acid sequence, predict their likelihood of interaction. (1) The miRNA is hsa-miR-5589-3p with sequence UGCACAUGGCAACCUAGCUCCCA. The protein sequence of the target gene is MSQESDNNKRLVALVPMPSDPPFNTRRAYTSEDEAWKSYLENPLTAATKAMMSINGDEDSAAALGLLYDYYKVPRDKRLLSVSKASDSQEDQEKRNCLGTSEAQSNLSGGENRVQVLKTVPVNLSLNQDHLENSKREQYSISFPESSAIIPVSGITVVKAEDFTPVFMAPPVHYPRGDGEEQRVVIFEQTQYDVPSLATHSAYLKDDQRSTPDSTYSESFKDAATEKFRSASVGAEEYMYDQTSSGTFQYTLEATKSLRQKQGEGPMTYLNKGQFYAITLSETGDNKCFRHPISKVRSVV.... Result: 0 (no interaction). (2) The miRNA is rno-miR-383-5p with sequence CAGAUCAGAAGGUGACUGUGG. The protein sequence of the target gene is MAVRASFENNCEIGCFAKLTNTYCLVAIGGSENFYSVFEGELSDTIPVVHASIAGCRIIGRMCVGNRHGLLVPNNTTDQELQHIRNSLPDTVQIRRVEERLSALGNVTTCNDYVALVHPDLDRETEEILADVLKVEVFRQTVADQVLVGSYCVFSNQGGLVHPKTSIEDQDELSSLLQVPLVAGTVNRGSEVIAAGMVVNDWCAFCGLDTTSTELSVVESVFKLNEAQPSTIATSMRDSLIDSLT. Result: 0 (no interaction). (3) The miRNA is mmu-miR-767 with sequence UGCACCAUGGUUGUCUGAGCA. The protein sequence of the target gene is MLCWGYWSLGQPGISTNLQGIVAEPQVCGFISDRSVKEVACGGNHSVFLLEDGEVYTCGLNTKGQLGHEREGNKPEQIGALADQHIIHVACGESHSLALSDRGQLFSWGAGSDGQLGLMTTEDSVAVPRLIQKLNQQTILQVSCGNWHCLALAADGQFFTWGKNSHGQLGLGKEFPSQASPQRVRSLEGIPLAQVAAGGAHSFALSLSGAVFGWGMNNAGQLGLSDEKDRESPCHVKLLRTQKVVYISCGEEHTAVLTKSGGVFTFGAGSCGQLGHDSMNDEVNPRRVLELMGSEVTQIA.... Result: 0 (no interaction).